This data is from Forward reaction prediction with 1.9M reactions from USPTO patents (1976-2016). The task is: Predict the product of the given reaction. (1) Given the reactants Cl[CH2:2][CH2:3][CH2:4][O:5][C:6]1[CH:7]=[C:8]([O:12][CH3:13])[CH:9]=[N:10][CH:11]=1.[CH3:14][NH2:15], predict the reaction product. The product is: [CH3:14][NH:15][CH2:2][CH2:3][CH2:4][O:5][C:6]1[CH:11]=[N:10][CH:9]=[C:8]([O:12][CH3:13])[CH:7]=1. (2) Given the reactants [O-]CC.[Na+].[C:5]([O:12][CH2:13][CH3:14])(=[O:11])[C:6](OCC)=O.[CH3:15][N:16]([CH3:26])[C:17]1[CH:22]=[CH:21][C:20]([C:23](=O)[CH3:24])=[CH:19][CH:18]=1.Cl.[NH:28]([C:30]1[CH:31]=[CH:32][C:33]([O:36][CH3:37])=[N:34][CH:35]=1)[NH2:29], predict the reaction product. The product is: [CH3:15][N:16]([CH3:26])[C:17]1[CH:22]=[CH:21][C:20]([C:23]2[N:28]([C:30]3[CH:35]=[N:34][C:33]([O:36][CH3:37])=[CH:32][CH:31]=3)[N:29]=[C:6]([C:5]([O:12][CH2:13][CH3:14])=[O:11])[CH:24]=2)=[CH:19][CH:18]=1. (3) Given the reactants [CH2:1]([N:8]1[CH2:12][C@@H:11]([N:13]([CH2:26][CH2:27][CH:28]([CH3:30])[CH3:29])[S:14]([C:17]2[CH:22]=[CH:21][C:20]([N+:23]([O-:25])=[O:24])=[CH:19][CH:18]=2)(=[O:16])=[O:15])[C@H:10]([NH:31][CH2:32][CH2:33][NH:34][C:35](=[O:55])[C@H:36]([CH:42]([C:49]2[CH:54]=[CH:53][CH:52]=[CH:51][CH:50]=2)[C:43]2[CH:48]=[CH:47][CH:46]=[CH:45][CH:44]=2)[NH:37][C:38]([O:40][CH3:41])=[O:39])[CH2:9]1)[C:2]1[CH:7]=[CH:6][CH:5]=[CH:4][CH:3]=1.[BH3-][C:57]#N.[Na+], predict the reaction product. The product is: [CH2:1]([N:8]1[CH2:12][C@@H:11]([N:13]([CH2:26][CH2:27][CH:28]([CH3:29])[CH3:30])[S:14]([C:17]2[CH:22]=[CH:21][C:20]([N+:23]([O-:25])=[O:24])=[CH:19][CH:18]=2)(=[O:15])=[O:16])[C@H:10]([N:31]([CH3:57])[CH2:32][CH2:33][NH:34][C:35](=[O:55])[C@H:36]([CH:42]([C:49]2[CH:50]=[CH:51][CH:52]=[CH:53][CH:54]=2)[C:43]2[CH:48]=[CH:47][CH:46]=[CH:45][CH:44]=2)[NH:37][C:38]([O:40][CH3:41])=[O:39])[CH2:9]1)[C:2]1[CH:7]=[CH:6][CH:5]=[CH:4][CH:3]=1. (4) Given the reactants FC(F)(F)S([O-])(=O)=O.[N:9]([CH2:12][C@H:13]([O:56][Si](CC)(CC)CC)[CH2:14][N+:15]1[CH:20]=[CH:19][CH:18]=[C:17]([C:21]([C:23]2[N:24]=[CH:25][N:26]3[CH:30]=[C:29]([C:31]4[C@H:32]([CH3:55])[C@@H:33]5[C@@H:50]([C@H:51]([OH:53])[CH3:52])[C:49](=[O:54])[N:34]5[C:35]=4[C:36]([O:38]CC4C=CC([N+]([O-])=O)=CC=4)=[O:37])[S:28][C:27]=23)=[O:22])[CH:16]=1)=[N+]=[N-].O.Cl.C(=O)([O-])O.[Na+], predict the reaction product. The product is: [NH2:9][CH2:12][C@@H:13]([OH:56])[CH2:14][N+:15]1[CH:20]=[CH:19][CH:18]=[C:17]([C:21]([C:23]2[N:24]=[CH:25][N:26]3[CH:30]=[C:29]([C:31]4[C@H:32]([CH3:55])[C@@H:33]5[C@@H:50]([C@H:51]([OH:53])[CH3:52])[C:49](=[O:54])[N:34]5[C:35]=4[C:36]([O-:38])=[O:37])[S:28][C:27]=23)=[O:22])[CH:16]=1. (5) The product is: [Cl:1][C:2]1[CH:7]=[CH:6][N:5]=[C:4]2[N:8]([S:15]([C:18]3[CH:23]=[CH:22][C:21]([CH3:24])=[CH:20][CH:19]=3)(=[O:17])=[O:16])[CH:9]=[C:10]([F:26])[C:3]=12. Given the reactants [Cl:1][C:2]1[CH:7]=[CH:6][N:5]=[C:4]2[N:8]([S:15]([C:18]3[CH:23]=[CH:22][C:21]([CH3:24])=[CH:20][CH:19]=3)(=[O:17])=[O:16])[CH:9]=[C:10]([Sn](C)(C)C)[C:3]=12.[B-](F)(F)(F)[F:26].[B-](F)(F)(F)F.C1[N+]2(CCl)CC[N+](F)(CC2)C1, predict the reaction product. (6) Given the reactants [CH2:1]([C:3]1[N:7]([CH3:8])[N:6]=[C:5]([C:9]([OH:11])=O)[CH:4]=1)[CH3:2].[CH3:12][N:13](C=O)C.[C:17](Cl)(=[O:21])C(Cl)=O, predict the reaction product. The product is: [CH3:17][O:21][N:13]([CH3:12])[C:9]([C:5]1[CH:4]=[C:3]([CH2:1][CH3:2])[N:7]([CH3:8])[N:6]=1)=[O:11]. (7) Given the reactants [CH3:1][N:2]1[C:7](=[O:8])[CH:6]=[CH:5][C:4]([C:9](=[O:28])[CH2:10][CH:11]([C:19]2[CH:27]=[CH:26][C:22]([C:23]([OH:25])=O)=[CH:21][CH:20]=2)[C:12]2[CH:17]=[CH:16][CH:15]=[CH:14][C:13]=2[CH3:18])=[CH:3]1.[NH:29]1[CH2:34][CH2:33][O:32][CH2:31][CH2:30]1.F[P-](F)(F)(F)(F)F.N1(O[P+](N(C)C)(N(C)C)N(C)C)C2C=CC=CC=2N=N1.C(N(C(C)C)C(C)C)C, predict the reaction product. The product is: [CH3:1][N:2]1[CH:3]=[C:4]([C:9](=[O:28])[CH2:10][CH:11]([C:19]2[CH:27]=[CH:26][C:22]([C:23]([N:29]3[CH2:34][CH2:33][O:32][CH2:31][CH2:30]3)=[O:25])=[CH:21][CH:20]=2)[C:12]2[CH:17]=[CH:16][CH:15]=[CH:14][C:13]=2[CH3:18])[CH:5]=[CH:6][C:7]1=[O:8]. (8) Given the reactants [F:1][C:2]([F:34])([F:33])[CH2:3][NH:4][C:5]([NH:7][C:8]1[CH:9]=[C:10]([C:14]2[N:18]3[N:19]=[CH:20][C:21]([C:23]4[CH:24]=[N:25][N:26]([CH:28]([CH3:32])[C:29](O)=[O:30])[CH:27]=4)=[CH:22][C:17]3=[N:16][CH:15]=2)[CH:11]=[CH:12][CH:13]=1)=[O:6].[NH2:35][CH2:36][CH:37]([OH:39])[CH3:38], predict the reaction product. The product is: [OH:39][CH:37]([CH3:38])[CH2:36][NH:35][C:29](=[O:30])[CH:28]([N:26]1[CH:27]=[C:23]([C:21]2[CH:20]=[N:19][N:18]3[C:14]([C:10]4[CH:11]=[CH:12][CH:13]=[C:8]([NH:7][C:5]([NH:4][CH2:3][C:2]([F:33])([F:1])[F:34])=[O:6])[CH:9]=4)=[CH:15][N:16]=[C:17]3[CH:22]=2)[CH:24]=[N:25]1)[CH3:32].